From a dataset of Reaction yield outcomes from USPTO patents with 853,638 reactions. Predict the reaction yield, written as a fraction of the theoretical maximum amount of product (1.0 means a 100% yield; for example, 0.34 means a 34% yield). (1) The reactants are [CH3:1][O:2][C:3]1[CH:4]=[CH:5][C:6]2[NH:12][C:11](=O)[CH2:10][NH:9][C:8](=O)[C:7]=2[CH:15]=1.[H-].[Al+3].[Li+].[H-].[H-].[H-]. The catalyst is C1COCC1. The product is [CH3:1][O:2][C:3]1[CH:4]=[CH:5][C:6]2[NH:12][CH2:11][CH2:10][NH:9][CH2:8][C:7]=2[CH:15]=1. The yield is 0.710. (2) The reactants are [OH:1][C@@:2]1([C:9]#[C:10][C:11]2[CH:12]=[C:13]([N:17]3[C:25]4[CH2:24][CH2:23][N:22]([C:26]5[S:27][CH:28]=[CH:29][N:30]=5)[CH2:21][C:20]=4[C:19]([C:31]([O:33]CC)=O)=[N:18]3)[CH:14]=[CH:15][CH:16]=2)[CH2:6][CH2:5][N:4]([CH3:7])[C:3]1=[O:8].[NH3:36]. No catalyst specified. The product is [OH:1][C@@:2]1([C:9]#[C:10][C:11]2[CH:12]=[C:13]([N:17]3[C:25]4[CH2:24][CH2:23][N:22]([C:26]5[S:27][CH:28]=[CH:29][N:30]=5)[CH2:21][C:20]=4[C:19]([C:31]([NH2:36])=[O:33])=[N:18]3)[CH:14]=[CH:15][CH:16]=2)[CH2:6][CH2:5][N:4]([CH3:7])[C:3]1=[O:8]. The yield is 0.180. (3) The reactants are [NH2:1][C:2]([NH2:4])=[O:3].[F:5][CH:6]([C:11](OC)=[O:12])[C:7](OC)=[O:8].C[O-].[Na+]. The catalyst is CO. The product is [F:5][C:6]1[C:7](=[O:8])[NH:1][C:2](=[O:3])[NH:4][C:11]=1[OH:12]. The yield is 0.550. (4) The reactants are Br[CH:2](Br)[C:3]1[C:8]([N+:9]([O-])=O)=[CH:7][C:6]([CH3:12])=[C:5]([O:13][CH3:14])[N:4]=1.C(N(CC)CC)C. The catalyst is CCO.[Pd]. The product is [CH3:14][O:13][C:5]1[N:4]=[C:3]([CH3:2])[C:8]([NH2:9])=[CH:7][C:6]=1[CH3:12]. The yield is 0.730.